From a dataset of Reaction yield outcomes from USPTO patents with 853,638 reactions. Predict the reaction yield, written as a fraction of the theoretical maximum amount of product (1.0 means a 100% yield; for example, 0.34 means a 34% yield). (1) The product is [CH3:29][C:28]1[CH:27]=[C:26]([CH3:30])[NH:25][C:24](=[O:31])[C:23]=1[CH2:22][NH:21][C:19]([C:4]1[C:5]2[CH:10]=[N:9][N:8]([CH:11]([C:13]3[CH:18]=[CH:17][CH:16]=[CH:15][CH:14]=3)[CH3:12])[C:6]=2[N:7]=[C:2]([C:37]2[CH2:36][C:35]([CH3:49])([CH3:48])[NH:34][C:33]([CH3:50])([CH3:32])[CH:38]=2)[CH:3]=1)=[O:20]. The reactants are Br[C:2]1[CH:3]=[C:4]([C:19]([NH:21][CH2:22][C:23]2[C:24](=[O:31])[NH:25][C:26]([CH3:30])=[CH:27][C:28]=2[CH3:29])=[O:20])[C:5]2[CH:10]=[N:9][N:8]([CH:11]([C:13]3[CH:18]=[CH:17][CH:16]=[CH:15][CH:14]=3)[CH3:12])[C:6]=2[N:7]=1.[CH3:32][C:33]1([CH3:50])[CH2:38][C:37](B2OC(C)(C)C(C)(C)O2)=[CH:36][C:35]([CH3:49])([CH3:48])[NH:34]1.C([O-])([O-])=O.[Na+].[Na+].CO.C(Cl)Cl. The catalyst is O1CCOCC1.O.C1C=CC([P]([Pd]([P](C2C=CC=CC=2)(C2C=CC=CC=2)C2C=CC=CC=2)([P](C2C=CC=CC=2)(C2C=CC=CC=2)C2C=CC=CC=2)[P](C2C=CC=CC=2)(C2C=CC=CC=2)C2C=CC=CC=2)(C2C=CC=CC=2)C2C=CC=CC=2)=CC=1. The yield is 0.120. (2) The reactants are [CH2:1]([C:5]1[O:6][CH:7]=[CH:8][CH:9]=1)[CH2:2][CH2:3][CH3:4].[Li]CCCC.[CH2:15]1[O:17][CH2:16]1. The catalyst is C1COCC1. The product is [CH2:1]([C:5]1[O:6][C:7]([CH2:15][CH2:16][OH:17])=[CH:8][CH:9]=1)[CH2:2][CH2:3][CH3:4]. The yield is 1.00. (3) The reactants are C([N:8]1[CH2:13][CH2:12][C@@H:11]([CH:14]2[CH2:16][CH2:15]2)[C@H:10]([NH:17][C:18](=[O:24])[O:19][C:20]([CH3:23])([CH3:22])[CH3:21])[CH2:9]1)C1C=CC=CC=1.[H][H]. The catalyst is CO.[Pd]. The product is [C:20]([O:19][C:18](=[O:24])[NH:17][C@H:10]1[C@H:11]([CH:14]2[CH2:15][CH2:16]2)[CH2:12][CH2:13][NH:8][CH2:9]1)([CH3:23])([CH3:21])[CH3:22]. The yield is 1.00. (4) The reactants are [CH2:1]([C:3]1[N:4]([C:28]2[CH:33]=[CH:32][C:31]([OH:34])=[CH:30][CH:29]=2)[C:5](=[O:27])[C:6]([CH2:12][C:13]2[CH:18]=[CH:17][C:16]([C:19]3[C:20]([C:25]#[N:26])=[CH:21][CH:22]=[CH:23][CH:24]=3)=[CH:15][CH:14]=2)=[C:7]([CH2:9][CH2:10][CH3:11])[N:8]=1)[CH3:2].Br[C:36](C)([CH3:42])[C:37](OCC)=O.[C:44](=O)([O-])[O-].[Cs+].[Cs+].CN(C)C=O.C([O:58][CH2:59][CH3:60])(=O)C. No catalyst specified. The product is [CH2:1]([C:3]1[N:4]([C:28]2[CH:33]=[CH:32][C:31]([O:34][C:36]([CH3:42])([CH3:37])[C:59]([OH:58])([CH3:60])[CH3:44])=[CH:30][CH:29]=2)[C:5](=[O:27])[C:6]([CH2:12][C:13]2[CH:18]=[CH:17][C:16]([C:19]3[C:20]([C:25]#[N:26])=[CH:21][CH:22]=[CH:23][CH:24]=3)=[CH:15][CH:14]=2)=[C:7]([CH2:9][CH2:10][CH3:11])[N:8]=1)[CH3:2]. The yield is 0.300.